Dataset: Full USPTO retrosynthesis dataset with 1.9M reactions from patents (1976-2016). Task: Predict the reactants needed to synthesize the given product. (1) Given the product [NH2:25][C:26]1[C:31]([C:32]#[N:33])=[C:30]([NH:14][C@H:12]([C:7]2[C:6]([C:15]3[CH:20]=[CH:19][CH:18]=[C:17]([S:21]([CH3:24])(=[O:23])=[O:22])[N:16]=3)=[CH:5][C:4]3[C:9](=[CH:10][CH:11]=[C:2]([F:1])[CH:3]=3)[N:8]=2)[CH3:13])[N:29]=[CH:28][N:27]=1, predict the reactants needed to synthesize it. The reactants are: [F:1][C:2]1[CH:3]=[C:4]2[C:9](=[CH:10][CH:11]=1)[N:8]=[C:7]([C@@H:12]([NH2:14])[CH3:13])[C:6]([C:15]1[CH:20]=[CH:19][CH:18]=[C:17]([S:21]([CH3:24])(=[O:23])=[O:22])[N:16]=1)=[CH:5]2.[NH2:25][C:26]1[C:31]([C:32]#[N:33])=[C:30](Cl)[N:29]=[CH:28][N:27]=1.C(N(C(C)C)C(C)C)C. (2) Given the product [Cl:28][P:27]1(=[O:26])[O:1][C@@H:2]([C:3]([NH:5][CH2:6][CH2:7][C:8]([O:10][CH:11]([CH3:13])[CH3:12])=[O:9])=[O:4])[C:14]([CH3:18])([CH3:17])[CH2:15][O:16]1, predict the reactants needed to synthesize it. The reactants are: [OH:1][C@H:2]([C:14]([CH3:18])([CH3:17])[CH2:15][OH:16])[C:3]([NH:5][CH2:6][CH2:7][C:8]([O:10][CH:11]([CH3:13])[CH3:12])=[O:9])=[O:4].CCN(CC)CC.[O:26]=[P:27](Cl)(Cl)[Cl:28].